Dataset: Forward reaction prediction with 1.9M reactions from USPTO patents (1976-2016). Task: Predict the product of the given reaction. (1) Given the reactants [CH2:1]([O:8][C:9]1[CH:14]=[CH:13][N:12]2[N:15]=[C:16]([CH3:28])[C:17]([C:18]3[S:19][C:20]([C:24]([O:26][CH3:27])=[O:25])=[C:21]([OH:23])[N:22]=3)=[C:11]2[CH:10]=1)[C:2]1[CH:7]=[CH:6][CH:5]=[CH:4][CH:3]=1.[F:29][C:30]([F:43])([F:42])[S:31](O[S:31]([C:30]([F:43])([F:42])[F:29])(=[O:33])=[O:32])(=[O:33])=[O:32], predict the reaction product. The product is: [CH2:1]([O:8][C:9]1[CH:14]=[CH:13][N:12]2[N:15]=[C:16]([CH3:28])[C:17]([C:18]3[S:19][C:20]([C:24]([O:26][CH3:27])=[O:25])=[C:21]([O:23][S:31]([C:30]([F:43])([F:42])[F:29])(=[O:33])=[O:32])[N:22]=3)=[C:11]2[CH:10]=1)[C:2]1[CH:7]=[CH:6][CH:5]=[CH:4][CH:3]=1. (2) Given the reactants [CH3:1][C:2]1[N:7]=[C:6]([C:8]2[C:9]([C:16]3[CH:25]=[C:24]4[C:19]([N:20]=[CH:21][C:22]([O:26]CCO)=[N:23]4)=[CH:18][CH:17]=3)=[C:10]3[CH2:15][CH2:14][CH2:13][N:11]3[N:12]=2)[CH:5]=[CH:4][CH:3]=1.C(N[CH:34]([CH3:36])C)(C)C.CS([Cl:41])(=O)=O.Cl, predict the reaction product. The product is: [Cl:41][CH2:34][CH2:36][N:23]1[C:24]2[C:19](=[CH:18][CH:17]=[C:16]([C:9]3[C:8]([C:6]4[CH:5]=[CH:4][CH:3]=[C:2]([CH3:1])[N:7]=4)=[N:12][N:11]4[CH2:13][CH2:14][CH2:15][C:10]=34)[CH:25]=2)[N:20]=[CH:21][C:22]1=[O:26]. (3) Given the reactants [N:1]([CH:4]([C:6]1[CH:7]=[C:8]2[N:13]([C:14]=1[C:15]#[C:16][CH2:17][O:18][Si:19]([CH:26]([CH3:28])[CH3:27])([CH:23]([CH3:25])[CH3:24])[CH:20]([CH3:22])[CH3:21])[CH:12]=[CH:11][CH:10]=[CH:9]2)[CH3:5])=[N+]=[N-], predict the reaction product. The product is: [CH3:25][CH:23]([Si:19]([CH:20]([CH3:22])[CH3:21])([CH:26]([CH3:28])[CH3:27])[O:18][CH2:17][C:16]#[C:15][C:14]1[N:13]2[C:8]([CH:9]=[CH:10][CH:11]=[CH:12]2)=[CH:7][C:6]=1[CH:4]([NH2:1])[CH3:5])[CH3:24]. (4) Given the reactants [N:1]1([C:7](=O)[CH2:8][C@@H:9]([NH2:18])[CH2:10][S:11][C:12]2[CH:17]=[CH:16][CH:15]=[CH:14][CH:13]=2)[CH2:6][CH2:5][O:4][CH2:3][CH2:2]1.B.CO, predict the reaction product. The product is: [N:1]1([CH2:7][CH2:8][C@@H:9]([NH2:18])[CH2:10][S:11][C:12]2[CH:17]=[CH:16][CH:15]=[CH:14][CH:13]=2)[CH2:2][CH2:3][O:4][CH2:5][CH2:6]1. (5) Given the reactants [C:1]([O:5][C:6]([N:8]1[CH2:13][CH2:12][CH:11]([CH:14](OC2C=CC(NC(C3(C(=O)NC4C=CC(F)=CC=4)CC3)=O)=CC=2F)[O:15][C:16]2[CH:25]=[C:24]3[C:19]([CH:20]=[N:21][CH:22]=[N:23]3)=[CH:18][C:17]=2[O:26][CH3:27])[CH2:10][CH2:9]1)=[O:7])([CH3:4])([CH3:3])[CH3:2].[F:52][C:53]1[CH:58]=[CH:57][C:56]([NH:59][C:60]([C:62]2([C:65]([NH:67][C:68]3[CH:73]=[CH:72][C:71]([O:74]C4C5C(=CC(O)=C(OC)C=5)N=CN=4)=[C:70]([F:88])[CH:69]=3)=[O:66])[CH2:64][CH2:63]2)=[O:61])=[CH:55][CH:54]=1.C(OC(N1CCC(COS(C)(=O)=O)CC1)=O)(C)(C)C.C([O-])([O-])=O.[K+].[K+], predict the reaction product. The product is: [C:1]([O:5][C:6]([N:8]1[CH2:9][CH2:10][CH:11]([CH2:14][O:15][C:16]2[CH:25]=[C:24]3[C:19]([C:20]([O:74][C:71]4[CH:72]=[CH:73][C:68]([NH:67][C:65]([C:62]5([C:60](=[O:61])[NH:59][C:56]6[CH:55]=[CH:54][C:53]([F:52])=[CH:58][CH:57]=6)[CH2:64][CH2:63]5)=[O:66])=[CH:69][C:70]=4[F:88])=[N:21][CH:22]=[N:23]3)=[CH:18][C:17]=2[O:26][CH3:27])[CH2:12][CH2:13]1)=[O:7])([CH3:3])([CH3:4])[CH3:2].